This data is from Reaction yield outcomes from USPTO patents with 853,638 reactions. The task is: Predict the reaction yield, written as a fraction of the theoretical maximum amount of product (1.0 means a 100% yield; for example, 0.34 means a 34% yield). (1) The reactants are [NH2:1][C:2]1[CH:10]=[CH:9][C:8]([Br:11])=[CH:7][C:3]=1[C:4]([NH2:6])=[O:5].[Si:12]([O:19][CH2:20][CH2:21][O:22][C:23]1[CH:30]=[CH:29][C:26]([CH:27]=O)=[CH:25][C:24]=1[CH3:31])([C:15]([CH3:18])([CH3:17])[CH3:16])([CH3:14])[CH3:13].OS([O-])=O.[Na+].[CH3:37]C1C=CC(S(O)(=O)=O)=CC=1.O. The catalyst is CC(N(C)C)=O.O. The product is [Br:11][C:8]1[CH:7]=[C:3]2[C:2](=[CH:10][CH:9]=1)[N:1]=[C:27]([C:26]1[CH:25]=[C:24]([CH3:31])[C:23]([O:22][CH2:21][CH2:20][OH:19])=[C:30]([CH3:37])[CH:29]=1)[NH:6][C:4]2=[O:5].[Br:11][C:8]1[CH:7]=[C:3]2[C:2](=[CH:10][CH:9]=1)[N:1]=[C:27]([C:26]1[CH:29]=[C:30]([CH3:37])[C:23]([O:22][CH2:21][CH2:20][O:19][Si:12]([C:15]([CH3:18])([CH3:17])[CH3:16])([CH3:14])[CH3:13])=[C:24]([CH3:31])[CH:25]=1)[NH:6][C:4]2=[O:5]. The yield is 0.220. (2) The reactants are I[C:2]1[C:10]2[C:5](=[CH:6][N:7]=[C:8]([C:11]3[CH:12]=[N:13][CH:14]=[CH:15][CH:16]=3)[CH:9]=2)[NH:4][N:3]=1.C([Sn](CCCCC)(CCCCC)[C:22]1[CH:27]=[CH:26][CH:25]=[CH:24][N:23]=1)CCC.[Li+].[Cl-]. The catalyst is [Cu]I.O1CCOCC1. The product is [N:23]1[CH:24]=[CH:25][CH:26]=[CH:27][C:22]=1[C:2]1[C:10]2[C:5](=[CH:6][N:7]=[C:8]([C:11]3[CH:12]=[N:13][CH:14]=[CH:15][CH:16]=3)[CH:9]=2)[NH:4][N:3]=1. The yield is 0.110.